From a dataset of Full USPTO retrosynthesis dataset with 1.9M reactions from patents (1976-2016). Predict the reactants needed to synthesize the given product. (1) The reactants are: [OH:1][CH2:2][CH2:3][O:4][CH2:5][CH2:6][NH:7][C:8](=[O:14])[O:9][C:10]([CH3:13])([CH3:12])[CH3:11].[H-].[Na+].I[CH2:18][CH2:19][CH2:20][CH2:21][CH2:22][CH3:23]. Given the product [CH2:18]([O:1][CH2:2][CH2:3][O:4][CH2:5][CH2:6][NH:7][C:8](=[O:14])[O:9][C:10]([CH3:11])([CH3:13])[CH3:12])[CH2:19][CH2:20][CH2:21][CH2:22][CH3:23], predict the reactants needed to synthesize it. (2) Given the product [ClH:53].[CH3:1][O:2][CH2:3][CH2:4][CH2:5][CH2:6][C:7]1[N:11]([C:12]2[CH:17]=[CH:16][CH:15]=[CH:14][C:13]=2[CH3:18])[N:10]=[N:9][C:8]=1[C:19]([N:21]([CH2:43][CH:44]([CH3:46])[CH3:45])[C@H:22]1[CH2:27][C@@H:26]([C:28]([N:30]2[CH2:35][CH2:34][O:33][CH2:32][CH2:31]2)=[O:29])[CH2:25][NH:24][CH2:23]1)=[O:20], predict the reactants needed to synthesize it. The reactants are: [CH3:1][O:2][CH2:3][CH2:4][CH2:5][CH2:6][C:7]1[N:11]([C:12]2[CH:17]=[CH:16][CH:15]=[CH:14][C:13]=2[CH3:18])[N:10]=[N:9][C:8]=1[C:19]([N:21]([CH2:43][CH:44]([CH3:46])[CH3:45])[C@H:22]1[CH2:27][C@@H:26]([C:28]([N:30]2[CH2:35][CH2:34][O:33][CH2:32][CH2:31]2)=[O:29])[CH2:25][N:24](C(OC(C)(C)C)=O)[CH2:23]1)=[O:20].C(OCC)(=O)C.[ClH:53]. (3) The reactants are: C([O:8][N:9]1[C:15](=[O:16])[N:14]2[CH2:17][C@H:10]1[CH2:11][CH2:12][C@H:13]2[C:18]([NH:20][O:21][CH:22]1[CH2:27][CH2:26][O:25][CH2:24][CH2:23]1)=[O:19])C1C=CC=CC=1.[H][H]. Given the product [OH:8][N:9]1[C:15](=[O:16])[N:14]2[CH2:17][C@H:10]1[CH2:11][CH2:12][C@H:13]2[C:18]([NH:20][O:21][CH:22]1[CH2:27][CH2:26][O:25][CH2:24][CH2:23]1)=[O:19], predict the reactants needed to synthesize it. (4) Given the product [C:1]([C:3]1[C:4]([I:14])=[C:5]([C:10]([OH:12])=[O:11])[S:6][C:7]=1[S:8][CH3:9])#[N:2], predict the reactants needed to synthesize it. The reactants are: [C:1]([C:3]1[C:4]([I:14])=[C:5]([C:10]([O:12]C)=[O:11])[S:6][C:7]=1[S:8][CH3:9])#[N:2].[OH-].[Na+]. (5) Given the product [OH:8][N:9]1[C:15](=[O:16])[N:14]2[CH2:17][C@H:10]1[CH2:11][CH2:12][C@H:13]2[C:18]1[O:22][C:21]([C:23]([NH2:25])=[O:24])=[N:20][N:19]=1, predict the reactants needed to synthesize it. The reactants are: C([O:8][N:9]1[C:15](=[O:16])[N:14]2[CH2:17][C@H:10]1[CH2:11][CH2:12][C@H:13]2[C:18]1[O:22][C:21]([C:23]([NH2:25])=[O:24])=[N:20][N:19]=1)C1C=CC=CC=1. (6) Given the product [C:19]([O:18][C:16]([N:7]1[CH:6]([CH2:4][OH:3])[CH:11]2[CH:12]([CH2:13][O:14][CH3:15])[CH:8]1[CH2:9][CH2:10]2)=[O:17])([CH3:22])([CH3:21])[CH3:20], predict the reactants needed to synthesize it. The reactants are: C([O:3][C:4]([CH:6]1[CH:11]2[CH:12]([CH2:13][O:14][CH3:15])[CH:8]([CH2:9][CH2:10]2)[N:7]1[C:16]([O:18][C:19]([CH3:22])([CH3:21])[CH3:20])=[O:17])=O)C.